From a dataset of Full USPTO retrosynthesis dataset with 1.9M reactions from patents (1976-2016). Predict the reactants needed to synthesize the given product. (1) The reactants are: [CH3:1][O:2][N:3]([CH3:28])[C:4]([C:6]1[C:11]([NH:12][S:13]([C:16]2[CH:21]=[CH:20][C:19]([Cl:22])=[C:18]([C:23]([F:26])([F:25])[F:24])[CH:17]=2)(=[O:15])=[O:14])=[CH:10][C:9]([CH3:27])=[CH:8][N:7]=1)=[O:5].C(=O)([O-])[O-].[K+].[K+].[CH3:35][O:36][CH2:37]Cl.COCNC(C1C(N(COC)S(C2C=CC(Cl)=C(C(F)(F)F)C=2)(=O)=O)=CC(Cl)=CN=1)=O. Given the product [CH3:1][O:2][N:3]([CH3:28])[C:4]([C:6]1[C:11]([N:12]([S:13]([C:16]2[CH:21]=[CH:20][C:19]([Cl:22])=[C:18]([C:23]([F:26])([F:24])[F:25])[CH:17]=2)(=[O:15])=[O:14])[CH2:35][O:36][CH3:37])=[CH:10][C:9]([CH3:27])=[CH:8][N:7]=1)=[O:5], predict the reactants needed to synthesize it. (2) Given the product [CH2:1]([N:8]1[CH2:12][CH2:11][C@@H:10]([NH:13][C:21](=[O:20])[NH:22][C:23]2[CH:24]=[C:25]([S:29]([NH2:30])(=[O:32])=[O:31])[CH:26]=[CH:27][CH:28]=2)[CH2:9]1)[C:2]1[CH:3]=[CH:4][CH:5]=[CH:6][CH:7]=1, predict the reactants needed to synthesize it. The reactants are: [CH2:1]([N:8]1[CH2:12][CH2:11][C@@H:10]([NH2:13])[CH2:9]1)[C:2]1[CH:7]=[CH:6][CH:5]=[CH:4][CH:3]=1.C1([O:20][C:21](=O)[NH:22][C:23]2[CH:28]=[CH:27][CH:26]=[C:25]([S:29](=[O:32])(=[O:31])[NH2:30])[CH:24]=2)C=CC=CC=1. (3) Given the product [CH3:1][O:2][C:3]([C@@H:5]([N:13]1[CH2:18][C:17]2[CH:19]=[CH:20][S:21][C:16]=2[CH2:15][CH2:14]1)[C:6]1[CH:7]=[CH:8][CH:9]=[CH:10][C:11]=1[Cl:12])=[O:4].[CH3:27][C:28]([O:30][C:31]1[CH:32]=[CH:33][CH:34]=[CH:35][C:36]=1[C:37]([OH:39])=[O:38])=[O:29], predict the reactants needed to synthesize it. The reactants are: [CH3:1][O:2][C:3]([C@@H:5]([N:13]1[CH2:18][C:17]2[CH:19]=[CH:20][S:21][C:16]=2[CH2:15][CH2:14]1)[C:6]1[C:11]([Cl:12])=[CH:10][CH:9]=[CH:8][CH:7]=1)=[O:4].OS(O)(=O)=O.[CH3:27][C:28]([O:30][C:31]1[CH:32]=[CH:33][CH:34]=[CH:35][C:36]=1[C:37]([OH:39])=[O:38])=[O:29].COC([C@@H](N1CC2C=CSC=2CC1)C1C=CC=CC=1Cl)=O. (4) Given the product [CH2:35]([N:42]([CH3:47])[C:43]([CH2:44][NH:34][C@@H:10]1[CH2:9][NH:8][CH2:12][C@H:11]1[CH2:13][N:14]([CH:31]([CH3:32])[CH3:33])[C:15](=[O:30])[C:16]1[CH:21]=[CH:20][C:19]([O:22][CH3:23])=[C:18]([O:24][CH2:25][CH2:26][CH2:27][O:28][CH3:29])[CH:17]=1)=[O:46])[C:36]1[CH:41]=[CH:40][CH:39]=[CH:38][CH:37]=1, predict the reactants needed to synthesize it. The reactants are: C(OC([N:8]1[CH2:12][C@@H:11]([CH2:13][N:14]([CH:31]([CH3:33])[CH3:32])[C:15](=[O:30])[C:16]2[CH:21]=[CH:20][C:19]([O:22][CH3:23])=[C:18]([O:24][CH2:25][CH2:26][CH2:27][O:28][CH3:29])[CH:17]=2)[C@H:10]([NH2:34])[CH2:9]1)=O)(C)(C)C.[CH2:35]([N:42]([CH3:47])[C:43](=[O:46])[CH2:44]Cl)[C:36]1[CH:41]=[CH:40][CH:39]=[CH:38][CH:37]=1.CC#N.O. (5) The reactants are: [CH2:1]([C:3]1[C:4]2[CH:5]=[C:6]([CH3:27])[C:7]([NH:15][C:16]3[CH:26]=[CH:25][C:19]([C:20]([O:22][CH2:23][CH3:24])=[O:21])=[CH:18][CH:17]=3)=[CH:8][C:9]=2[C:10]([CH3:14])([CH3:13])[CH2:11][CH:12]=1)[CH3:2].[CH:28](=O)[CH3:29]. Given the product [CH2:28]([N:15]([C:7]1[C:6]([CH3:27])=[CH:5][C:4]2[C:3]([CH2:1][CH3:2])=[CH:12][CH2:11][C:10]([CH3:13])([CH3:14])[C:9]=2[CH:8]=1)[C:16]1[CH:17]=[CH:18][C:19]([C:20]([O:22][CH2:23][CH3:24])=[O:21])=[CH:25][CH:26]=1)[CH3:29], predict the reactants needed to synthesize it.